Dataset: Forward reaction prediction with 1.9M reactions from USPTO patents (1976-2016). Task: Predict the product of the given reaction. Given the reactants [CH3:1][CH:2]([CH3:30])[C:3]([NH:5][C:6]1[CH:11]=[CH:10][CH:9]=[C:8]([CH:12]2[CH2:17][CH2:16][N:15]([CH2:18][CH2:19][CH2:20][CH2:21][C:22](=O)[C:23]3[CH:28]=[CH:27][CH:26]=[CH:25][CH:24]=3)[CH2:14][CH2:13]2)[CH:7]=1)=[O:4].C(N)(=O)CC.Cl.[CH3:37][O:38][C:39]1[CH:44]=[CH:43][CH:42]=[CH:41][C:40]=1[NH:45]N, predict the reaction product. The product is: [CH3:37][O:38][C:39]1[CH:44]=[CH:43][CH:42]=[C:41]2[C:40]=1[NH:45][C:22]([C:23]1[CH:24]=[CH:25][CH:26]=[CH:27][CH:28]=1)=[C:21]2[CH2:20][CH2:19][CH2:18][N:15]1[CH2:16][CH2:17][CH:12]([C:8]2[CH:7]=[C:6]([NH:5][C:3](=[O:4])[CH:2]([CH3:1])[CH3:30])[CH:11]=[CH:10][CH:9]=2)[CH2:13][CH2:14]1.